From a dataset of Peptide-MHC class I binding affinity with 185,985 pairs from IEDB/IMGT. Regression. Given a peptide amino acid sequence and an MHC pseudo amino acid sequence, predict their binding affinity value. This is MHC class I binding data. (1) The peptide sequence is ERYLKDQQL. The MHC is HLA-A02:02 with pseudo-sequence HLA-A02:02. The binding affinity (normalized) is 0. (2) The peptide sequence is GTLSYDNLK. The MHC is HLA-A03:01 with pseudo-sequence HLA-A03:01. The binding affinity (normalized) is 0.455. (3) The binding affinity (normalized) is 0.118. The MHC is HLA-B07:02 with pseudo-sequence HLA-B07:02. The peptide sequence is FAPDRVGAL. (4) The peptide sequence is RYWYFAAEL. The MHC is HLA-C14:02 with pseudo-sequence HLA-C14:02. The binding affinity (normalized) is 0.750. (5) The peptide sequence is RLMAEALK. The MHC is HLA-B27:05 with pseudo-sequence HLA-B27:05. The binding affinity (normalized) is 0.394. (6) The peptide sequence is GLYNFATCGL. The MHC is HLA-A68:02 with pseudo-sequence HLA-A68:02. The binding affinity (normalized) is 0.213. (7) The peptide sequence is AQKLATKPV. The MHC is HLA-A26:01 with pseudo-sequence HLA-A26:01. The binding affinity (normalized) is 0.0847.